Regression. Given two drug SMILES strings and cell line genomic features, predict the synergy score measuring deviation from expected non-interaction effect. From a dataset of NCI-60 drug combinations with 297,098 pairs across 59 cell lines. (1) Drug 1: B(C(CC(C)C)NC(=O)C(CC1=CC=CC=C1)NC(=O)C2=NC=CN=C2)(O)O. Drug 2: N.N.Cl[Pt+2]Cl. Cell line: EKVX. Synergy scores: CSS=64.4, Synergy_ZIP=-0.0870, Synergy_Bliss=-0.327, Synergy_Loewe=0.335, Synergy_HSA=3.27. (2) Drug 1: CS(=O)(=O)C1=CC(=C(C=C1)C(=O)NC2=CC(=C(C=C2)Cl)C3=CC=CC=N3)Cl. Drug 2: C1=NC2=C(N=C(N=C2N1C3C(C(C(O3)CO)O)O)F)N. Cell line: M14. Synergy scores: CSS=-6.21, Synergy_ZIP=-0.996, Synergy_Bliss=-7.54, Synergy_Loewe=-14.5, Synergy_HSA=-11.0.